From a dataset of Forward reaction prediction with 1.9M reactions from USPTO patents (1976-2016). Predict the product of the given reaction. (1) Given the reactants [NH2:1][C:2]1[C:11]2[N:12]=[C:13]([CH2:35][CH2:36][CH2:37][CH3:38])[N:14]([CH2:15][CH2:16][CH2:17][N:18]([CH2:23][C:24]3[CH:25]=[C:26]([CH2:30][C:31]([O:33][CH3:34])=[O:32])[CH:27]=[CH:28][CH:29]=3)[CH2:19][CH2:20][CH2:21]Cl)[C:10]=2[C:9]2[CH:8]=[CH:7][CH:6]=[CH:5][C:4]=2[N:3]=1.[NH:39]1[CH2:44][CH2:43][O:42][CH2:41][CH2:40]1, predict the reaction product. The product is: [NH2:1][C:2]1[C:11]2[N:12]=[C:13]([CH2:35][CH2:36][CH2:37][CH3:38])[N:14]([CH2:15][CH2:16][CH2:17][N:18]([CH2:23][C:24]3[CH:25]=[C:26]([CH2:30][C:31]([O:33][CH3:34])=[O:32])[CH:27]=[CH:28][CH:29]=3)[CH2:19][CH2:20][CH2:21][N:39]3[CH2:44][CH2:43][O:42][CH2:41][CH2:40]3)[C:10]=2[C:9]2[CH:8]=[CH:7][CH:6]=[CH:5][C:4]=2[N:3]=1. (2) Given the reactants [CH2:1]([O:3][C:4]1[CH:5]=[C:6]([CH2:13][OH:14])[N:7]=[N:8][C:9]=1[O:10][CH2:11][CH3:12])[CH3:2].[CH3:15][S:16](O[S:16]([CH3:15])(=[O:18])=[O:17])(=[O:18])=[O:17].C(N(CC)CC)C.C(=O)([O-])O.[Na+], predict the reaction product. The product is: [CH3:15][S:16]([O:14][CH2:13][C:6]1[N:7]=[N:8][C:9]([O:10][CH2:11][CH3:12])=[C:4]([O:3][CH2:1][CH3:2])[CH:5]=1)(=[O:18])=[O:17].